Dataset: Full USPTO retrosynthesis dataset with 1.9M reactions from patents (1976-2016). Task: Predict the reactants needed to synthesize the given product. The reactants are: [Si]([O:18][CH2:19][CH2:20][CH2:21][CH:22]1[C:27](=[O:28])[N:26]([CH:29]([CH3:31])[CH3:30])[C:25](=[O:32])[NH:24][C:23]1=[O:33])(C(C)(C)C)(C1C=CC=CC=1)C1C=CC=CC=1.F.C(N(CC)CC)C. Given the product [OH:18][CH2:19][CH2:20][CH2:21][CH:22]1[C:27](=[O:28])[N:26]([CH:29]([CH3:30])[CH3:31])[C:25](=[O:32])[NH:24][C:23]1=[O:33], predict the reactants needed to synthesize it.